This data is from NCI-60 drug combinations with 297,098 pairs across 59 cell lines. The task is: Regression. Given two drug SMILES strings and cell line genomic features, predict the synergy score measuring deviation from expected non-interaction effect. (1) Drug 1: C1=CC(=CC=C1CC(C(=O)O)N)N(CCCl)CCCl.Cl. Drug 2: C(CCl)NC(=O)N(CCCl)N=O. Cell line: A549. Synergy scores: CSS=26.4, Synergy_ZIP=-5.95, Synergy_Bliss=3.52, Synergy_Loewe=-0.197, Synergy_HSA=0.278. (2) Drug 1: CCCS(=O)(=O)NC1=C(C(=C(C=C1)F)C(=O)C2=CNC3=C2C=C(C=N3)C4=CC=C(C=C4)Cl)F. Drug 2: CN1CCC(CC1)COC2=C(C=C3C(=C2)N=CN=C3NC4=C(C=C(C=C4)Br)F)OC. Cell line: NCI-H226. Synergy scores: CSS=9.77, Synergy_ZIP=-2.69, Synergy_Bliss=0.655, Synergy_Loewe=-1.51, Synergy_HSA=-1.22.